The task is: Regression. Given two drug SMILES strings and cell line genomic features, predict the synergy score measuring deviation from expected non-interaction effect.. This data is from NCI-60 drug combinations with 297,098 pairs across 59 cell lines. (1) Drug 1: CC1=C(N=C(N=C1N)C(CC(=O)N)NCC(C(=O)N)N)C(=O)NC(C(C2=CN=CN2)OC3C(C(C(C(O3)CO)O)O)OC4C(C(C(C(O4)CO)O)OC(=O)N)O)C(=O)NC(C)C(C(C)C(=O)NC(C(C)O)C(=O)NCCC5=NC(=CS5)C6=NC(=CS6)C(=O)NCCC[S+](C)C)O. Drug 2: C1=CC=C(C(=C1)C(C2=CC=C(C=C2)Cl)C(Cl)Cl)Cl. Cell line: NCIH23. Synergy scores: CSS=18.5, Synergy_ZIP=13.5, Synergy_Bliss=18.7, Synergy_Loewe=-20.4, Synergy_HSA=-1.85. (2) Drug 1: C1=CC(=C2C(=C1NCCNCCO)C(=O)C3=C(C=CC(=C3C2=O)O)O)NCCNCCO. Drug 2: CC1C(C(CC(O1)OC2CC(CC3=C2C(=C4C(=C3O)C(=O)C5=CC=CC=C5C4=O)O)(C(=O)C)O)N)O. Cell line: ACHN. Synergy scores: CSS=67.1, Synergy_ZIP=9.32, Synergy_Bliss=10.1, Synergy_Loewe=8.32, Synergy_HSA=12.9. (3) Drug 1: C1=CC(=CC=C1CCC2=CNC3=C2C(=O)NC(=N3)N)C(=O)NC(CCC(=O)O)C(=O)O. Drug 2: N.N.Cl[Pt+2]Cl. Cell line: SNB-75. Synergy scores: CSS=22.8, Synergy_ZIP=1.95, Synergy_Bliss=1.77, Synergy_Loewe=-9.50, Synergy_HSA=0.233. (4) Drug 1: C1=C(C(=O)NC(=O)N1)N(CCCl)CCCl. Drug 2: CC1=C(C=C(C=C1)NC(=O)C2=CC=C(C=C2)CN3CCN(CC3)C)NC4=NC=CC(=N4)C5=CN=CC=C5. Cell line: OVCAR-4. Synergy scores: CSS=8.11, Synergy_ZIP=-0.867, Synergy_Bliss=4.84, Synergy_Loewe=4.09, Synergy_HSA=4.28. (5) Drug 1: CC1C(C(CC(O1)OC2CC(OC(C2O)C)OC3=CC4=CC5=C(C(=O)C(C(C5)C(C(=O)C(C(C)O)O)OC)OC6CC(C(C(O6)C)O)OC7CC(C(C(O7)C)O)OC8CC(C(C(O8)C)O)(C)O)C(=C4C(=C3C)O)O)O)O. Drug 2: C1CNP(=O)(OC1)N(CCCl)CCCl. Cell line: CAKI-1. Synergy scores: CSS=32.1, Synergy_ZIP=0.340, Synergy_Bliss=0.770, Synergy_Loewe=-42.6, Synergy_HSA=-0.0361. (6) Drug 1: COC1=C(C=C2C(=C1)N=CN=C2NC3=CC(=C(C=C3)F)Cl)OCCCN4CCOCC4. Drug 2: C1C(C(OC1N2C=NC3=C(N=C(N=C32)Cl)N)CO)O. Cell line: SR. Synergy scores: CSS=25.8, Synergy_ZIP=-2.56, Synergy_Bliss=-0.709, Synergy_Loewe=-0.471, Synergy_HSA=1.23.